This data is from Reaction yield outcomes from USPTO patents with 853,638 reactions. The task is: Predict the reaction yield, written as a fraction of the theoretical maximum amount of product (1.0 means a 100% yield; for example, 0.34 means a 34% yield). The reactants are [NH2:1][C:2]1[N:10]=[C:9]([Cl:11])[CH:8]=[CH:7][C:3]=1[C:4]([OH:6])=[O:5].[C:12](=O)([O-])[O-].[K+].[K+].IC. The catalyst is CN(C=O)C. The product is [CH3:12][O:5][C:4](=[O:6])[C:3]1[CH:7]=[CH:8][C:9]([Cl:11])=[N:10][C:2]=1[NH2:1]. The yield is 0.540.